This data is from Catalyst prediction with 721,799 reactions and 888 catalyst types from USPTO. The task is: Predict which catalyst facilitates the given reaction. (1) Reactant: C(N(S(F)(F)[F:7])CC)C.[CH3:10][O:11][C:12]([C@H:14]1[CH2:18][C@@H:17](O)[CH2:16][N:15]1[C:20]([O:22][C:23]([CH3:26])([CH3:25])[CH3:24])=[O:21])=[O:13]. Product: [CH3:10][O:11][C:12]([C@H:14]1[CH2:18][C@H:17]([F:7])[CH2:16][N:15]1[C:20]([O:22][C:23]([CH3:26])([CH3:25])[CH3:24])=[O:21])=[O:13]. The catalyst class is: 4. (2) Reactant: [CH3:1][C:2]1[C:3]([C:8]([O:10]CC)=O)=[N:4][CH:5]=[CH:6][CH:7]=1.O.[NH2:14][NH2:15]. Product: [CH3:1][C:2]1[C:3]([C:8]([NH:14][NH2:15])=[O:10])=[N:4][CH:5]=[CH:6][CH:7]=1. The catalyst class is: 621.